Dataset: Catalyst prediction with 721,799 reactions and 888 catalyst types from USPTO. Task: Predict which catalyst facilitates the given reaction. Reactant: [CH3:1][O:2][C:3]1[CH:4]=[C:5]2[C:9](=[CH:10][C:11]=1[O:12][CH3:13])[CH2:8][CH:7]([CH2:14][C:15]#[N:16])[CH2:6]2.CO.N.[H][H]. Product: [CH3:13][O:12][C:11]1[CH:10]=[C:9]2[C:5](=[CH:4][C:3]=1[O:2][CH3:1])[CH2:6][CH:7]([CH2:14][CH2:15][NH2:16])[CH2:8]2. The catalyst class is: 94.